Dataset: Forward reaction prediction with 1.9M reactions from USPTO patents (1976-2016). Task: Predict the product of the given reaction. (1) Given the reactants [CH2:1]([N:4]([CH2:28][CH2:29][CH3:30])[CH2:5][CH2:6][CH2:7][CH2:8][C:9]1[CH2:17][C:16]2[C:11](=[CH:12][CH:13]=[C:14]([CH2:18][N:19]3C=C4C(C=CC=C4)=C3)[CH:15]=2)[CH:10]=1)[CH2:2][CH3:3].O.NN, predict the reaction product. The product is: [NH2:19][CH2:18][C:14]1[CH:15]=[C:16]2[C:11]([CH:10]=[C:9]([CH2:8][CH2:7][CH2:6][CH2:5][N:4]([CH2:28][CH2:29][CH3:30])[CH2:1][CH2:2][CH3:3])[CH2:17]2)=[CH:12][CH:13]=1. (2) Given the reactants [NH2:1][C:2]1[CH:7]=[CH:6][C:5]([C:8]2[CH:15]=[N:14][CH:13]=[C:12](Cl)[C:9]=2[C:10]#[N:11])=[CH:4][CH:3]=1.O.[NH2:18][NH2:19], predict the reaction product. The product is: [NH2:1][C:2]1[CH:3]=[CH:4][C:5]([C:8]2[CH:15]=[N:14][CH:13]=[C:12]3[NH:18][N:19]=[C:10]([NH2:11])[C:9]=23)=[CH:6][CH:7]=1. (3) Given the reactants Cl.[CH3:2][O:3][C:4]1[CH:9]=[CH:8][CH:7]=[CH:6][C:5]=1[NH:10]N.C[N:13]1[CH:17]2[CH2:18][C:19]([CH2:21][CH:14]1[CH2:15][CH2:16]2)=O.Cl.O1CCOC[CH2:24]1, predict the reaction product. The product is: [CH3:2][O:3][C:4]1[CH:9]=[CH:8][CH:7]=[C:6]2[C:5]=1[NH:10][C:15]1[CH2:24][CH:14]3[NH:13][CH:17]([C:16]2=1)[CH2:18][CH2:19][CH2:21]3. (4) Given the reactants [CH2:1]([C:3]1[CH:31]=[CH:30][C:6]([O:7][C:8]2[CH:28]=[CH:27][C:11]([O:12][CH2:13][CH2:14][CH2:15][N:16]3C(=O)C4C(=CC=CC=4)C3=O)=[CH:10][C:9]=2[F:29])=[C:5]([OH:32])[CH:4]=1)[CH3:2].O.NN.Cl, predict the reaction product. The product is: [NH2:16][CH2:15][CH2:14][CH2:13][O:12][C:11]1[CH:27]=[CH:28][C:8]([O:7][C:6]2[CH:30]=[CH:31][C:3]([CH2:1][CH3:2])=[CH:4][C:5]=2[OH:32])=[C:9]([F:29])[CH:10]=1. (5) Given the reactants [NH:1]([C:3]1[CH:4]=[N:5][CH:6]=[CH:7][CH:8]=1)[NH2:2].[CH3:9][C:10]1[N:15]=[N:14][C:13]([C:16](=O)[CH2:17][C:18](=O)[C:19]([O:21][CH3:22])=[O:20])=[CH:12][CH:11]=1.Cl.[OH-].[Na+], predict the reaction product. The product is: [CH3:9][C:10]1[N:15]=[N:14][C:13]([C:16]2[N:1]([C:3]3[CH:4]=[N:5][CH:6]=[CH:7][CH:8]=3)[N:2]=[C:18]([C:19]([O:21][CH3:22])=[O:20])[CH:17]=2)=[CH:12][CH:11]=1. (6) Given the reactants Br[C:2]1[CH:11]=[C:10]([N+:12]([O-:14])=[O:13])[CH:9]=[CH:8][C:3]=1[C:4]([O:6][CH3:7])=[O:5].C(=O)([O-])[O-].[K+].[K+].[CH:21](B1OB(C=C)OB(C=C)O1)=[CH2:22], predict the reaction product. The product is: [N+:12]([C:10]1[CH:9]=[CH:8][C:3]([C:4]([O:6][CH3:7])=[O:5])=[C:2]([CH:21]=[CH2:22])[CH:11]=1)([O-:14])=[O:13].